Task: Predict the product of the given reaction.. Dataset: Forward reaction prediction with 1.9M reactions from USPTO patents (1976-2016) (1) Given the reactants [OH-].[Li+].[Br:3][C:4]1[CH:5]=[CH:6][C:7]([O:22][CH2:23][C:24]2[CH:29]=[CH:28][CH:27]=[CH:26][C:25]=2[O:30][CH3:31])=[C:8]([CH:21]=1)[C:9]([O:11]CC1C=CC=CC=1OC)=[O:10], predict the reaction product. The product is: [Br:3][C:4]1[CH:5]=[CH:6][C:7]([O:22][CH2:23][C:24]2[CH:29]=[CH:28][CH:27]=[CH:26][C:25]=2[O:30][CH3:31])=[C:8]([CH:21]=1)[C:9]([OH:11])=[O:10]. (2) Given the reactants [CH:1]1([N:4]2[C:8]3[C:9]([O:22][C@@H:23]([C@H:25]4[CH2:29][NH:28][C:27](=[O:30])[CH2:26]4)[CH3:24])=[CH:10][C:11](B4OC(C)(C)C(C)(C)O4)=[CH:12][C:7]=3[N:6]=[CH:5]2)[CH2:3][CH2:2]1.Br[C:32]1[S:36][C:35]([C:37]([OH:40])([CH3:39])[CH3:38])=[N:34][CH:33]=1.C([O-])([O-])=O.[Na+].[Na+].N#N, predict the reaction product. The product is: [CH:1]1([N:4]2[C:8]3[C:9]([O:22][C@@H:23]([C@H:25]4[CH2:29][NH:28][C:27](=[O:30])[CH2:26]4)[CH3:24])=[CH:10][C:11]([C:32]4[S:36][C:35]([C:37]([OH:40])([CH3:39])[CH3:38])=[N:34][CH:33]=4)=[CH:12][C:7]=3[N:6]=[CH:5]2)[CH2:3][CH2:2]1. (3) Given the reactants C([O:5][C:6](=[O:38])[CH:7]([C:32]1[CH:37]=[CH:36][CH:35]=[CH:34][CH:33]=1)[CH2:8][NH:9][C:10]([C:12]1[N:13]=[C:14]([C:30]#[N:31])[C:15]2[C:20]([C:21]=1[OH:22])=[CH:19][CH:18]=[C:17]([O:23][C:24]1[CH:29]=[CH:28][CH:27]=[CH:26][CH:25]=1)[CH:16]=2)=[O:11])(C)(C)C.C(O)(C(F)(F)F)=O.O, predict the reaction product. The product is: [C:30]([C:14]1[C:15]2[C:20](=[CH:19][CH:18]=[C:17]([O:23][C:24]3[CH:25]=[CH:26][CH:27]=[CH:28][CH:29]=3)[CH:16]=2)[C:21]([OH:22])=[C:12]([C:10]([NH:9][CH2:8][CH:7]([C:32]2[CH:37]=[CH:36][CH:35]=[CH:34][CH:33]=2)[C:6]([OH:38])=[O:5])=[O:11])[N:13]=1)#[N:31]. (4) Given the reactants [CH:1]1[C:13]2[CH2:12][C:11]3[C:6](=[CH:7][CH:8]=[CH:9][CH:10]=3)[C:5]=2[CH:4]=[CH:3][CH:2]=1.C[C:15]([CH3:18])([O-])[CH3:16].[K+].[CH2:20](Cl)[CH:21]=[CH2:22].O, predict the reaction product. The product is: [CH2:16]([C:12]1([CH2:22][CH:21]=[CH2:20])[C:11]2[CH:10]=[CH:9][CH:8]=[CH:7][C:6]=2[C:5]2[C:13]1=[CH:1][CH:2]=[CH:3][CH:4]=2)[CH:15]=[CH2:18]. (5) Given the reactants Cl.Cl.[NH:3]1[CH2:8][CH2:7][CH2:6][CH:5]([NH:9][C:10]([NH:12][C:13]2[N:14]=[C:15]3[CH:21]=[CH:20][N:19]([CH2:22][O:23][CH2:24][CH2:25][Si:26]([CH3:29])([CH3:28])[CH3:27])[C:16]3=[N:17][CH:18]=2)=[O:11])[CH2:4]1.[CH2:30]([S:33](Cl)(=[O:35])=[O:34])[CH2:31][CH3:32], predict the reaction product. The product is: [CH2:30]([S:33]([N:3]1[CH2:8][CH2:7][CH2:6][C@@H:5]([NH:9][C:10]([NH:12][C:13]2[N:14]=[C:15]3[CH:21]=[CH:20][N:19]([CH2:22][O:23][CH2:24][CH2:25][Si:26]([CH3:29])([CH3:28])[CH3:27])[C:16]3=[N:17][CH:18]=2)=[O:11])[CH2:4]1)(=[O:35])=[O:34])[CH2:31][CH3:32]. (6) Given the reactants [CH3:1][N:2]1[CH2:7][CH2:6][N:5]([CH2:8][C:9]2[CH:14]=[CH:13][C:12]([C:15]3[NH:16][C:17](=[O:27])[C:18]4[CH:19]=[CH:20][CH:21]=[C:22]([C:25]#[N:26])[C:23]=4[CH:24]=3)=[CH:11][CH:10]=2)[CH2:4][CH2:3]1.[C:28](O[C:28]([O:30][C:31]([CH3:34])([CH3:33])[CH3:32])=[O:29])([O:30][C:31]([CH3:34])([CH3:33])[CH3:32])=[O:29], predict the reaction product. The product is: [C:31]([O:30][C:28](=[O:29])[NH:26][CH2:25][C:22]1[CH:21]=[CH:20][CH:19]=[C:18]2[C:23]=1[CH:24]=[C:15]([C:12]1[CH:13]=[CH:14][C:9]([CH2:8][N:5]3[CH2:6][CH2:7][N:2]([CH3:1])[CH2:3][CH2:4]3)=[CH:10][CH:11]=1)[NH:16][C:17]2=[O:27])([CH3:34])([CH3:33])[CH3:32]. (7) Given the reactants CS(C1[N:5]=[N:6]C(C2C=CC=CC=2)=CN=1)=O.CS([C:19]1[N:20]=[N:21][C:22]([C:25]2[S:26][CH:27]=[CH:28][CH:29]=2)=[CH:23][N:24]=1)=O, predict the reaction product. The product is: [NH:5]([C:19]1[N:20]=[N:21][C:22]([C:25]2[S:26][CH:27]=[CH:28][CH:29]=2)=[CH:23][N:24]=1)[NH2:6]. (8) Given the reactants C([O:3][C:4]([C:6]1[N:7]([CH:23]([CH3:25])[CH3:24])[C:8]2[C:13]([CH:14]=1)=[CH:12][C:11]([O:15][CH2:16][C:17]1[CH:22]=[CH:21][CH:20]=[CH:19][CH:18]=1)=[CH:10][CH:9]=2)=[O:5])C.[OH-].[Li+].O.CO, predict the reaction product. The product is: [CH2:16]([O:15][C:11]1[CH:12]=[C:13]2[C:8](=[CH:9][CH:10]=1)[N:7]([CH:23]([CH3:25])[CH3:24])[C:6]([C:4]([OH:5])=[O:3])=[CH:14]2)[C:17]1[CH:22]=[CH:21][CH:20]=[CH:19][CH:18]=1. (9) Given the reactants [O:1]1[C:5]2[CH:6]=[CH:7][C:8]([C:10]3[S:11][CH:12]=[C:13]([C:15]([OH:17])=O)[N:14]=3)=[CH:9][C:4]=2[CH2:3][CH2:2]1.[NH2:18][C:19]1[CH:24]=[CH:23][CH:22]=[CH:21][N:20]=1.F[P-](F)(F)(F)(F)F.N1(OC(N(C)C)=[N+](C)C)C2C=CC=CC=2N=N1.C(N(CC)C(C)C)(C)C, predict the reaction product. The product is: [O:1]1[C:5]2[CH:6]=[CH:7][C:8]([C:10]3[S:11][CH:12]=[C:13]([C:15]([NH:18][C:19]4[CH:24]=[CH:23][CH:22]=[CH:21][N:20]=4)=[O:17])[N:14]=3)=[CH:9][C:4]=2[CH2:3][CH2:2]1.